Dataset: Forward reaction prediction with 1.9M reactions from USPTO patents (1976-2016). Task: Predict the product of the given reaction. (1) The product is: [CH3:1][O:2][C:3](=[O:23])[CH2:4][CH2:5][C:6]1[CH:11]=[CH:10][C:9]([O:12][C:13]2[CH:14]=[C:15]([CH3:24])[CH:16]=[C:17]([C:19]#[N:20])[CH:18]=2)=[CH:8][C:7]=1[CH3:22]. Given the reactants [CH3:1][O:2][C:3](=[O:23])[CH2:4][CH2:5][C:6]1[CH:11]=[CH:10][C:9]([O:12][C:13]2[CH:18]=[C:17]([C:19]#[N:20])[CH:16]=[C:15](Br)[CH:14]=2)=[CH:8][C:7]=1[CH3:22].[CH3:24]B1OB(C)OB(C)O1.C([O-])([O-])=O.[K+].[K+], predict the reaction product. (2) Given the reactants CCN=C=N[CH2:6][CH2:7][CH2:8][N:9](C)C.C1C=CC2N(O)N=NC=2C=1.[F:22][C:23]1[CH:28]=[C:27]([I:29])[CH:26]=[CH:25][C:24]=1[NH:30][C:31]1[C:39]([C:40](O)=[O:41])=[C:38]2[N:34]([CH2:35][CH2:36][CH2:37]2)[C:33](=[O:43])[C:32]=1[CH3:44].Cl.C1([CH2:49][O:50]N)CC1, predict the reaction product. The product is: [CH:8]1([N:9]([O:50][CH3:49])[C:40]([C:39]2[C:31]([NH:30][C:24]3[CH:25]=[CH:26][C:27]([I:29])=[CH:28][C:23]=3[F:22])=[C:32]([CH3:44])[C:33](=[O:43])[N:34]3[C:38]=2[CH2:37][CH2:36][CH2:35]3)=[O:41])[CH2:6][CH2:7]1. (3) Given the reactants [CH3:1][O:2][C:3]([C:5]1[S:6][C:7]([C:17]([CH:19]2[CH2:24][CH2:23][O:22][CH2:21][CH2:20]2)=[O:18])=[CH:8][C:9]=1[NH:10]C(=O)C(F)(F)F)=[O:4].C(=O)([O-])[O-].[K+].[K+], predict the reaction product. The product is: [CH3:1][O:2][C:3]([C:5]1[S:6][C:7]([C:17]([CH:19]2[CH2:24][CH2:23][O:22][CH2:21][CH2:20]2)=[O:18])=[CH:8][C:9]=1[NH2:10])=[O:4]. (4) Given the reactants [CH2:1]([O:8][C:9]1[CH:14]=[C:13]([O:15][C:16]2[CH:21]=[CH:20][CH:19]=[CH:18][CH:17]=2)[CH:12]=[CH:11][C:10]=1[NH2:22])[C:2]1[CH:7]=[CH:6][CH:5]=[CH:4][CH:3]=1.C([O-])([O-])=O.[K+].[K+].Br[CH2:30][C:31]([O:33][CH3:34])=[O:32].O, predict the reaction product. The product is: [CH3:34][O:33][C:31](=[O:32])[CH2:30][NH:22][C:10]1[CH:11]=[CH:12][C:13]([O:15][C:16]2[CH:17]=[CH:18][CH:19]=[CH:20][CH:21]=2)=[CH:14][C:9]=1[O:8][CH2:1][C:2]1[CH:3]=[CH:4][CH:5]=[CH:6][CH:7]=1.